Task: Regression. Given two drug SMILES strings and cell line genomic features, predict the synergy score measuring deviation from expected non-interaction effect.. Dataset: NCI-60 drug combinations with 297,098 pairs across 59 cell lines (1) Drug 1: CC1=C(C=C(C=C1)NC(=O)C2=CC=C(C=C2)CN3CCN(CC3)C)NC4=NC=CC(=N4)C5=CN=CC=C5. Drug 2: C1=CC=C(C=C1)NC(=O)CCCCCCC(=O)NO. Cell line: OVCAR-4. Synergy scores: CSS=3.87, Synergy_ZIP=-1.81, Synergy_Bliss=-0.621, Synergy_Loewe=-8.29, Synergy_HSA=-2.84. (2) Drug 1: CCCCCOC(=O)NC1=NC(=O)N(C=C1F)C2C(C(C(O2)C)O)O. Drug 2: CC=C1C(=O)NC(C(=O)OC2CC(=O)NC(C(=O)NC(CSSCCC=C2)C(=O)N1)C(C)C)C(C)C. Cell line: NCI-H522. Synergy scores: CSS=38.1, Synergy_ZIP=-1.46, Synergy_Bliss=-2.23, Synergy_Loewe=-1.24, Synergy_HSA=-1.22. (3) Drug 1: C(=O)(N)NO. Drug 2: C1=NC2=C(N1)C(=S)N=CN2. Cell line: CCRF-CEM. Synergy scores: CSS=57.4, Synergy_ZIP=-3.90, Synergy_Bliss=-0.424, Synergy_Loewe=-21.1, Synergy_HSA=2.78. (4) Cell line: DU-145. Synergy scores: CSS=4.13, Synergy_ZIP=0.831, Synergy_Bliss=2.06, Synergy_Loewe=-2.89, Synergy_HSA=-1.06. Drug 1: CS(=O)(=O)C1=CC(=C(C=C1)C(=O)NC2=CC(=C(C=C2)Cl)C3=CC=CC=N3)Cl. Drug 2: C1CN(P(=O)(OC1)NCCCl)CCCl. (5) Drug 1: C1=CN(C=N1)CC(O)(P(=O)(O)O)P(=O)(O)O. Drug 2: CC(C)CN1C=NC2=C1C3=CC=CC=C3N=C2N. Cell line: MDA-MB-231. Synergy scores: CSS=-1.28, Synergy_ZIP=0.596, Synergy_Bliss=0.833, Synergy_Loewe=-0.00953, Synergy_HSA=-0.843. (6) Drug 1: COC1=CC(=CC(=C1O)OC)C2C3C(COC3=O)C(C4=CC5=C(C=C24)OCO5)OC6C(C(C7C(O6)COC(O7)C8=CC=CS8)O)O. Drug 2: CN(C)N=NC1=C(NC=N1)C(=O)N. Cell line: SF-295. Synergy scores: CSS=37.2, Synergy_ZIP=-3.44, Synergy_Bliss=-7.75, Synergy_Loewe=-15.7, Synergy_HSA=-5.08. (7) Drug 2: C1=CC=C(C=C1)NC(=O)CCCCCCC(=O)NO. Cell line: SK-OV-3. Drug 1: CCCCC(=O)OCC(=O)C1(CC(C2=C(C1)C(=C3C(=C2O)C(=O)C4=C(C3=O)C=CC=C4OC)O)OC5CC(C(C(O5)C)O)NC(=O)C(F)(F)F)O. Synergy scores: CSS=47.5, Synergy_ZIP=10.2, Synergy_Bliss=12.2, Synergy_Loewe=12.3, Synergy_HSA=14.5.